This data is from Forward reaction prediction with 1.9M reactions from USPTO patents (1976-2016). The task is: Predict the product of the given reaction. (1) Given the reactants [CH:1]1([NH:7][C:8](=[O:24])[NH:9][C:10]2[CH:15]=[CH:14][C:13]([C:16]3[CH:20]=[C:19]([C:21](O)=[O:22])[O:18][N:17]=3)=[CH:12][CH:11]=2)[CH2:6][CH2:5][CH2:4][CH2:3][CH2:2]1.Cl.[CH3:26][O:27][C:28](=[O:35])[C@@H:29]([NH2:34])[CH2:30][CH:31]([CH3:33])[CH3:32].[K+].[Br-], predict the reaction product. The product is: [CH3:26][O:27][C:28](=[O:35])[C@@H:29]([NH:34][C:21]([C:19]1[O:18][N:17]=[C:16]([C:13]2[CH:12]=[CH:11][C:10]([NH:9][C:8]([NH:7][CH:1]3[CH2:6][CH2:5][CH2:4][CH2:3][CH2:2]3)=[O:24])=[CH:15][CH:14]=2)[CH:20]=1)=[O:22])[CH2:30][CH:31]([CH3:33])[CH3:32]. (2) Given the reactants C(OP([CH:9]=[C:10]1[NH:16][CH2:15][CH2:14][N:13]([CH3:17])[C:12]2[CH:18]=[C:19]([C:22]3[CH:27]=[CH:26][CH:25]=[C:24]([O:28][CH3:29])[CH:23]=3)[CH:20]=[CH:21][C:11]1=2)(=O)OCC)C.[H-].[Na+].[Cl:32][C:33]1[CH:34]=[C:35]([CH:38]=[CH:39][C:40]=1[Cl:41])[CH:36]=O, predict the reaction product. The product is: [ClH:32].[ClH:32].[Cl:32][C:33]1[CH:34]=[C:35]([CH:38]=[CH:39][C:40]=1[Cl:41])[CH:36]=[CH:9][C:10]1=[N:16][CH2:15][CH2:14][N:13]([CH3:17])[C:12]2[CH:18]=[C:19]([C:22]3[CH:27]=[CH:26][CH:25]=[C:24]([O:28][CH3:29])[CH:23]=3)[CH:20]=[CH:21][C:11]1=2. (3) Given the reactants [C:1]([N:4]1[CH2:10][C:9]2[CH:11]=[CH:12][C:13]([C:15](OC)=[O:16])=[CH:14][C:8]=2[O:7][CH2:6][C@@H:5]1[CH3:19])(=[O:3])[CH3:2].[OH-:20].[Na+].[NH2:22]O, predict the reaction product. The product is: [C:1]([N:4]1[CH2:10][C:9]2[CH:11]=[CH:12][C:13]([C:15]([NH:22][OH:20])=[O:16])=[CH:14][C:8]=2[O:7][CH2:6][C@@H:5]1[CH3:19])(=[O:3])[CH3:2]. (4) Given the reactants [Br:1][C:2]1[CH:7]=[CH:6][CH:5]=[C:4]([Br:8])[C:3]=1[OH:9].[CH2:10](Br)[C:11]1[CH:16]=[CH:15][CH:14]=[CH:13][CH:12]=1.C(=O)([O-])[O-].[K+].[K+], predict the reaction product. The product is: [CH2:10]([O:9][C:3]1[C:2]([Br:1])=[CH:7][CH:6]=[CH:5][C:4]=1[Br:8])[C:11]1[CH:16]=[CH:15][CH:14]=[CH:13][CH:12]=1.